Task: Predict which catalyst facilitates the given reaction.. Dataset: Catalyst prediction with 721,799 reactions and 888 catalyst types from USPTO (1) Reactant: CC[N:3]([CH:7]([CH3:9])[CH3:8])[CH:4]([CH3:6])C.[F:10][C:11]1[CH:12]=[C:13]([CH:17]=[CH:18][C:19]=1[O:20][C:21]1[CH:26]=[C:25]([C:27]([NH:29][C:30]2[CH:34]=[CH:33][N:32]([CH3:35])[N:31]=2)=[O:28])[CH:24]=[C:23]([O:36][C@@H:37]([CH3:40])[CH2:38][OH:39])[CH:22]=1)[C:14](O)=[O:15].CN(C(ON1N=NC2C=CC=NC1=2)=[N+](C)C)C.F[P-](F)(F)(F)(F)F.Cl.C12CC(C1)CN2. Product: [CH:7]12[CH2:8][CH:6]([CH2:9]1)[CH2:4][N:3]2[C:14]([C:13]1[CH:17]=[CH:18][C:19]([O:20][C:21]2[CH:26]=[C:25]([CH:24]=[C:23]([O:36][C@@H:37]([CH3:40])[CH2:38][OH:39])[CH:22]=2)[C:27]([NH:29][C:30]2[CH:34]=[CH:33][N:32]([CH3:35])[N:31]=2)=[O:28])=[C:11]([F:10])[CH:12]=1)=[O:15]. The catalyst class is: 39. (2) Reactant: [N:1]12[CH2:8][CH2:7][C:4]([C:9]([C:17]3[CH:22]=[CH:21][CH:20]=[CH:19][CH:18]=3)([C:11]3[CH:16]=[CH:15][CH:14]=[CH:13][CH:12]=3)[OH:10])([CH2:5][CH2:6]1)[CH2:3][CH2:2]2.[Br:23][CH2:24][CH2:25][CH2:26][CH3:27]. Product: [Br-:23].[CH2:24]([N+:1]12[CH2:6][CH2:5][C:4]([C:9]([OH:10])([C:17]3[CH:22]=[CH:21][CH:20]=[CH:19][CH:18]=3)[C:11]3[CH:12]=[CH:13][CH:14]=[CH:15][CH:16]=3)([CH2:3][CH2:2]1)[CH2:7][CH2:8]2)[CH2:25][CH2:26][CH3:27]. The catalyst class is: 23. (3) Reactant: FC(F)(F)C(O)=O.[CH2:8]([O:12][C:13]1[N:21]=[C:20]2[C:16]([N:17]=[C:18]([O:22][CH3:23])[NH:19]2)=[C:15]([NH2:24])[N:14]=1)[CH2:9][CH2:10][CH3:11].C(=O)([O-])[O-].[K+].[K+].[Br:31][CH2:32][CH2:33][CH2:34][CH2:35]Br. Product: [Br:31][CH2:32][CH2:33][CH2:34][CH2:35][N:19]1[C:18]([O:22][CH3:23])=[N:17][C:16]2[C:20]1=[N:21][C:13]([O:12][CH2:8][CH2:9][CH2:10][CH3:11])=[N:14][C:15]=2[NH2:24]. The catalyst class is: 391. (4) Reactant: [N+:1]([C:4]1[CH:9]=[C:8]([N+:10]([O-])=O)[CH:7]=[CH:6][C:5]=1[CH2:13][C:14]([OH:16])=[O:15])([O-])=O.[H][H]. Product: [NH2:1][C:4]1[CH:9]=[C:8]([NH2:10])[CH:7]=[CH:6][C:5]=1[CH2:13][C:14]([OH:16])=[O:15]. The catalyst class is: 19. (5) Reactant: C(=O)([O-])[O-].[K+].[K+].[OH:7][C:8]1[CH:9]=[C:10]([CH:21]=[CH:22][CH:23]=1)[O:11][CH2:12][C:13]1[CH:20]=[CH:19][C:16]([C:17]#[N:18])=[CH:15][CH:14]=1.[CH2:24]([O:26][C:27]([C:29]1[C:30]2[S:38][CH:37]=[C:36]([CH2:39]Br)[C:31]=2[C:32]([Cl:35])=[N:33][CH:34]=1)=[O:28])[CH3:25]. Product: [CH2:24]([O:26][C:27]([C:29]1[C:30]2[S:38][CH:37]=[C:36]([CH2:39][O:7][C:8]3[CH:23]=[CH:22][CH:21]=[C:10]([O:11][CH2:12][C:13]4[CH:20]=[CH:19][C:16]([C:17]#[N:18])=[CH:15][CH:14]=4)[CH:9]=3)[C:31]=2[C:32]([Cl:35])=[N:33][CH:34]=1)=[O:28])[CH3:25]. The catalyst class is: 213. (6) Reactant: [N:1]12[CH2:8][CH2:7][CH:4]([CH2:5][CH2:6]1)[C@@H:3]([O:9][C:10](=[O:26])[C@H:11]([NH:18][C:19]1[CH:24]=[CH:23][C:22]([F:25])=[CH:21][CH:20]=1)[C:12]1[CH:17]=[CH:16][CH:15]=[CH:14][CH:13]=1)[CH2:2]2.[Cl:27][CH2:28][C:29]([C:31]1[S:32][CH:33]=[CH:34][CH:35]=1)=[O:30]. Product: [Cl-:27].[F:25][C:22]1[CH:21]=[CH:20][C:19]([NH:18][C@H:11]([C:12]2[CH:13]=[CH:14][CH:15]=[CH:16][CH:17]=2)[C:10]([O:9][C@@H:3]2[CH:4]3[CH2:7][CH2:8][N+:1]([CH2:28][C:29](=[O:30])[C:31]4[S:32][CH:33]=[CH:34][CH:35]=4)([CH2:6][CH2:5]3)[CH2:2]2)=[O:26])=[CH:24][CH:23]=1. The catalyst class is: 23.